This data is from Peptide-MHC class I binding affinity with 185,985 pairs from IEDB/IMGT. The task is: Regression. Given a peptide amino acid sequence and an MHC pseudo amino acid sequence, predict their binding affinity value. This is MHC class I binding data. (1) The peptide sequence is WLLGCAANWI. The MHC is Patr-A0701 with pseudo-sequence Patr-A0701. The binding affinity (normalized) is 0.0651. (2) The peptide sequence is NTATTVLLDE. The MHC is HLA-A02:01 with pseudo-sequence HLA-A02:01. The binding affinity (normalized) is 0.0254. (3) The peptide sequence is KSAFLPVGAF. The MHC is Mamu-A01 with pseudo-sequence Mamu-A01. The binding affinity (normalized) is 0.253. (4) The peptide sequence is FPVRPQVPL. The MHC is HLA-B58:01 with pseudo-sequence HLA-B58:01. The binding affinity (normalized) is 0. (5) The peptide sequence is AEHFENQVL. The MHC is HLA-B08:01 with pseudo-sequence HLA-B08:01. The binding affinity (normalized) is 0.0847.